Dataset: Peptide-MHC class II binding affinity with 134,281 pairs from IEDB. Task: Regression. Given a peptide amino acid sequence and an MHC pseudo amino acid sequence, predict their binding affinity value. This is MHC class II binding data. The peptide sequence is HKSGSSIGKAFTTTLKGA. The MHC is DRB1_0404 with pseudo-sequence DRB1_0404. The binding affinity (normalized) is 0.